From a dataset of TCR-epitope binding with 47,182 pairs between 192 epitopes and 23,139 TCRs. Binary Classification. Given a T-cell receptor sequence (or CDR3 region) and an epitope sequence, predict whether binding occurs between them. (1) Result: 0 (the TCR does not bind to the epitope). The TCR CDR3 sequence is CSAHPEEGEQYF. The epitope is YLNTLTLAV. (2) The epitope is KAYNVTQAF. The TCR CDR3 sequence is CASCWVGDGVYGYTF. Result: 1 (the TCR binds to the epitope). (3) The epitope is VLWAHGFEL. The TCR CDR3 sequence is CASSEYDRGGTGELFF. Result: 1 (the TCR binds to the epitope).